From a dataset of Reaction yield outcomes from USPTO patents with 853,638 reactions. Predict the reaction yield, written as a fraction of the theoretical maximum amount of product (1.0 means a 100% yield; for example, 0.34 means a 34% yield). The reactants are [CH2:1]([S:8][C:9]1[NH:10][CH:11]=[C:12]([C:14]2[CH:15]=[C:16]([C:20]3([CH3:34])[CH2:25][CH2:24][N:23]([C:26](=O)[CH2:27][CH2:28][CH2:29][CH2:30][CH3:31])[CH2:22][CH:21]3[CH3:33])[CH:17]=[CH:18][CH:19]=2)[N:13]=1)[C:2]1[CH:7]=[CH:6][CH:5]=[CH:4][CH:3]=1.[H-].[Al+3].[Li+].[H-].[H-].[H-]. The catalyst is O1CCCC1. The product is [CH2:1]([S:8][C:9]1[NH:10][CH:11]=[C:12]([C:14]2[CH:15]=[C:16]([C:20]3([CH3:34])[CH2:25][CH2:24][N:23]([CH2:26][CH2:27][CH2:28][CH2:29][CH2:30][CH3:31])[CH2:22][CH:21]3[CH3:33])[CH:17]=[CH:18][CH:19]=2)[N:13]=1)[C:2]1[CH:7]=[CH:6][CH:5]=[CH:4][CH:3]=1. The yield is 1.00.